From a dataset of Reaction yield outcomes from USPTO patents with 853,638 reactions. Predict the reaction yield, written as a fraction of the theoretical maximum amount of product (1.0 means a 100% yield; for example, 0.34 means a 34% yield). (1) The reactants are [OH:1][C:2]1[CH:10]=[C:9]([C:11]([F:14])([F:13])[F:12])[CH:8]=[CH:7][C:3]=1[C:4]([OH:6])=[O:5].Cl.S(=O)(=O)(O)O.[CH3:21]O. No catalyst specified. The product is [OH:1][C:2]1[CH:10]=[C:9]([C:11]([F:12])([F:13])[F:14])[CH:8]=[CH:7][C:3]=1[C:4]([O:6][CH3:21])=[O:5]. The yield is 0.730. (2) The reactants are [Cl:1][C:2]1[C:19]([C:20]([F:23])([F:22])[F:21])=[CH:18][CH:17]=[CH:16][C:3]=1[CH2:4][NH:5][CH2:6][CH:7]([C:9]1[CH:14]=[CH:13][C:12]([Cl:15])=[CH:11][CH:10]=1)[CH3:8].ClC1C=CC=CC=1C(C)CN([CH2:46][CH2:47][CH2:48][O:49][C:50]1[CH2:51][C:52](=[CH:56][C:57]([O:59][CH3:60])=[O:58])[CH:53]=[CH:54][CH:55]=1)CC1C=CC=C(C(F)(F)F)C=1Cl. No catalyst specified. The product is [Cl:15][C:12]1[CH:11]=[CH:10][C:9]([CH:7]([CH3:8])[CH2:6][N:5]([CH2:46][CH2:47][CH2:48][O:49][C:50]2[CH2:51][C:52](=[CH:56][C:57]([O:59][CH3:60])=[O:58])[CH:53]=[CH:54][CH:55]=2)[CH2:4][C:3]2[CH:16]=[CH:17][CH:18]=[C:19]([C:20]([F:23])([F:21])[F:22])[C:2]=2[Cl:1])=[CH:14][CH:13]=1. The yield is 0.330. (3) The reactants are [Cl:1][C:2]1[N:10]=[C:9]2[C:5]([N:6]=[CH:7][N:8]2[CH3:11])=[C:4]([N:12]2[CH2:17][CH2:16][O:15][CH2:14][C@@H:13]2[CH3:18])[N:3]=1.C([N-]C(C)C)(C)C.[Li+].[I:27]Cl.ClCCl. The catalyst is C1COCC1. The product is [Cl:1][C:2]1[N:10]=[C:9]2[C:5]([N:6]=[C:7]([I:27])[N:8]2[CH3:11])=[C:4]([N:12]2[CH2:17][CH2:16][O:15][CH2:14][C@@H:13]2[CH3:18])[N:3]=1. The yield is 0.405.